Task: Predict which catalyst facilitates the given reaction.. Dataset: Catalyst prediction with 721,799 reactions and 888 catalyst types from USPTO (1) Reactant: [CH3:1][C@@H:2]1[CH2:7][CH2:6][C@H:5]([NH2:8])[CH2:4][CH2:3]1.Cl[C:10](OC1C=CC([N+]([O-])=O)=CC=1)=[O:11].C(N(C(C)C)CC)(C)C.[Cl:31][C:32]1[CH:41]=[C:40]2[C:35]([C:36]([N:42]3[CH2:47][CH2:46][NH:45][CH2:44][CH2:43]3)=[CH:37][CH:38]=[N:39]2)=[CH:34][CH:33]=1. Product: [Cl:31][C:32]1[CH:41]=[C:40]2[C:35]([C:36]([N:42]3[CH2:47][CH2:46][N:45]([C:10]([NH:8][C@H:5]4[CH2:6][CH2:7][C@@H:2]([CH3:1])[CH2:3][CH2:4]4)=[O:11])[CH2:44][CH2:43]3)=[CH:37][CH:38]=[N:39]2)=[CH:34][CH:33]=1. The catalyst class is: 61. (2) Reactant: [F:1][C:2]1[CH:3]=[C:4]([CH:8]([OH:25])[CH2:9][O:10][C:11]2[CH:24]=[CH:23][C:14]([CH2:15][CH:16]3[S:20][C:19](=[O:21])[NH:18][C:17]3=[O:22])=[CH:13][CH:12]=2)[CH:5]=[CH:6][CH:7]=1.CS(C)=O.O=P12OP3(OP(OP(O3)(O1)=O)(=O)O2)=O.C(N(CC)CC)C. Product: [F:1][C:2]1[CH:3]=[C:4]([C:8](=[O:25])[CH2:9][O:10][C:11]2[CH:24]=[CH:23][C:14]([CH2:15][CH:16]3[S:20][C:19](=[O:21])[NH:18][C:17]3=[O:22])=[CH:13][CH:12]=2)[CH:5]=[CH:6][CH:7]=1. The catalyst class is: 2. (3) Reactant: [Cl:1][C:2]1[CH:3]=[C:4]([C:9]2[N:14]=[C:13]([CH:15]3[CH2:17][CH2:16]3)[N:12]=[C:11](O)[C:10]=2[C:19]#[N:20])[CH:5]=[CH:6][C:7]=1[Cl:8].O=P(Cl)(Cl)[Cl:23].C([O-])(O)=O.[Na+]. Product: [Cl:1][C:2]1[CH:3]=[C:4]([C:9]2[N:14]=[C:13]([CH:15]3[CH2:17][CH2:16]3)[N:12]=[C:11]([Cl:23])[C:10]=2[C:19]#[N:20])[CH:5]=[CH:6][C:7]=1[Cl:8]. The catalyst class is: 12. (4) Reactant: C([NH:7][C:8]1[N:9]=[C:10]([NH:19][C:20]2[CH:25]=[CH:24][CH:23]=[C:22]([CH3:26])[CH:21]=2)[C:11]2[CH:17]=[C:16](Br)[CH:15]=[N:14][C:12]=2[N:13]=1)(=O)C(C)(C)C.[F:27][C:28]1[CH:33]=[CH:32][C:31](B(O)O)=[CH:30][CH:29]=1.C([O-])([O-])=O.[K+].[K+]. Product: [NH2:7][C:8]1[N:9]=[C:10]([NH:19][C:20]2[CH:25]=[CH:24][CH:23]=[C:22]([CH3:26])[CH:21]=2)[C:11]2[CH:17]=[C:16]([C:31]3[CH:32]=[CH:33][C:28]([F:27])=[CH:29][CH:30]=3)[CH:15]=[N:14][C:12]=2[N:13]=1. The catalyst class is: 70.